The task is: Predict the reactants needed to synthesize the given product.. This data is from Full USPTO retrosynthesis dataset with 1.9M reactions from patents (1976-2016). (1) The reactants are: Br[C:2]1[CH:3]=[C:4]([C:8]2[O:12][CH:11]=[N:10][CH:9]=2)[CH:5]=[CH:6][CH:7]=1.[CH3:13][O:14][C:15]1[C:20](B(O)O)=[CH:19][CH:18]=[CH:17][N:16]=1.C([O-])([O-])=O.[K+].[K+]. Given the product [CH3:13][O:14][CH:15]1[C:20]([C:2]2[CH:7]=[CH:6][CH:5]=[C:4]([C:8]3[O:12][CH:11]=[N:10][CH:9]=3)[CH:3]=2)=[CH:19][CH:18]=[CH:17][NH:16]1, predict the reactants needed to synthesize it. (2) Given the product [OH:8][C:9]1[C:18]([CH:19]([CH3:21])[CH3:20])=[CH:17][C:12]([C:13]([O:15][CH3:16])=[O:14])=[C:11]([O:22][CH3:23])[CH:10]=1, predict the reactants needed to synthesize it. The reactants are: C([O:8][C:9]1[C:18]([CH:19]([CH3:21])[CH3:20])=[CH:17][C:12]([C:13]([O:15][CH3:16])=[O:14])=[C:11]([O:22][CH3:23])[CH:10]=1)C1C=CC=CC=1.